This data is from Peptide-MHC class II binding affinity with 134,281 pairs from IEDB. The task is: Regression. Given a peptide amino acid sequence and an MHC pseudo amino acid sequence, predict their binding affinity value. This is MHC class II binding data. (1) The peptide sequence is RCALHWFPGSHLLAC. The MHC is DRB4_0101 with pseudo-sequence DRB4_0103. The binding affinity (normalized) is 0.419. (2) The peptide sequence is IDCQHTTPGVNLEAF. The MHC is DRB1_0101 with pseudo-sequence DRB1_0101. The binding affinity (normalized) is 0.120. (3) The peptide sequence is CDASILIDPLSNQSA. The MHC is HLA-DQA10401-DQB10402 with pseudo-sequence HLA-DQA10401-DQB10402. The binding affinity (normalized) is 0.382. (4) The peptide sequence is ASIAARGWAAHRARA. The MHC is DRB1_1101 with pseudo-sequence DRB1_1101. The binding affinity (normalized) is 0.446.